Dataset: Full USPTO retrosynthesis dataset with 1.9M reactions from patents (1976-2016). Task: Predict the reactants needed to synthesize the given product. The reactants are: C=O.[CH3:3][O:4][C:5]1[CH:6]=[C:7]([NH:17][C:18]2[N:19]=[C:20]([CH2:28][C:29]3[CH:34]=[CH:33][CH:32]=[C:31]([O:35][CH3:36])[CH:30]=3)[C:21]3[CH2:27][NH:26][CH2:25][CH2:24][C:22]=3[N:23]=2)[CH:8]=[CH:9][C:10]=1[N:11]1[CH:15]=[C:14]([CH3:16])[N:13]=[CH:12]1.[C:37]([BH3-])#N.[Na+].C(O)(=O)C. Given the product [CH3:3][O:4][C:5]1[CH:6]=[C:7]([NH:17][C:18]2[N:19]=[C:20]([CH2:28][C:29]3[CH:34]=[CH:33][CH:32]=[C:31]([O:35][CH3:36])[CH:30]=3)[C:21]3[CH2:27][N:26]([CH3:37])[CH2:25][CH2:24][C:22]=3[N:23]=2)[CH:8]=[CH:9][C:10]=1[N:11]1[CH:15]=[C:14]([CH3:16])[N:13]=[CH:12]1, predict the reactants needed to synthesize it.